This data is from Catalyst prediction with 721,799 reactions and 888 catalyst types from USPTO. The task is: Predict which catalyst facilitates the given reaction. (1) The catalyst class is: 52. Product: [CH2:1]([N:8]1[C:12]2[CH:13]=[CH:14][C:15]([NH2:17])=[C:16]([Br:18])[C:11]=2[N:10]=[CH:9]1)[C:2]1[CH:3]=[CH:4][CH:5]=[CH:6][CH:7]=1. Reactant: [CH2:1]([N:8]1[C:12]2[CH:13]=[CH:14][C:15]([NH2:17])=[CH:16][C:11]=2[N:10]=[CH:9]1)[C:2]1[CH:7]=[CH:6][CH:5]=[CH:4][CH:3]=1.[Br:18]Br.N.CO.C(Cl)(Cl)Cl. (2) Reactant: Br[C:2]1[CH:3]=[C:4]([NH:10][C:11]2[CH:15]=[C:14]([CH2:16][N:17]([CH3:22])[CH:18]3[CH2:21][O:20][CH2:19]3)[N:13]([CH3:23])[N:12]=2)[C:5](=[O:9])[N:6]([CH3:8])[CH:7]=1.[C:24]([O:27][CH2:28][C:29]1[C:34](B2OC(C)(C)C(C)(C)O2)=[CH:33][C:32]([F:44])=[CH:31][C:30]=1[N:45]1[CH2:56][CH2:55][C:54]2[C:53]3[CH2:52][C:51]([CH3:58])(C)[CH2:50][C:49]=3[S:48][C:47]=2[C:46]1=[O:59])(=[O:26])[CH3:25].CC([O-])=O.[Na+]. Product: [C:24]([O:27][CH2:28][C:29]1[C:30]([N:45]2[C:46](=[O:59])[C:47]3[S:48][C:49]4[CH2:50][CH2:51][CH2:58][CH2:52][C:53]=4[C:54]=3[CH2:55][CH2:56]2)=[CH:31][C:32]([F:44])=[CH:33][C:34]=1[C:2]1[CH:3]=[C:4]([NH:10][C:11]2[CH:15]=[C:14]([CH2:16][N:17]([CH3:22])[CH:18]3[CH2:21][O:20][CH2:19]3)[N:13]([CH3:23])[N:12]=2)[C:5](=[O:9])[N:6]([CH3:8])[CH:7]=1)(=[O:26])[CH3:25]. The catalyst class is: 23. (3) Reactant: C([O:5][C:6](=[O:33])[C@H:7]([CH2:26][S:27][CH2:28][C@H:29]([OH:32])[CH2:30][OH:31])[NH:8][C:9]([O:11][CH2:12][C:13]1[C:25]2[CH2:24][C:23]3[C:18](=[CH:19][CH:20]=[CH:21][CH:22]=3)[C:17]=2[CH:16]=[CH:15][CH:14]=1)=[O:10])(C)(C)C. Product: [C:13]1([CH2:12][O:11][C:9]([NH:8][C@H:7]([C:6]([OH:33])=[O:5])[CH2:26][S:27][CH2:28][C@H:29]([OH:32])[CH2:30][OH:31])=[O:10])[C:25]2[CH2:24][C:23]3[C:18](=[CH:19][CH:20]=[CH:21][CH:22]=3)[C:17]=2[CH:16]=[CH:15][CH:14]=1. The catalyst class is: 55. (4) Product: [Cl:1][C:2]1[CH:7]=[CH:6][C:5]([C:8]2[CH:13]=[CH:12][C:11]([NH:14][C:15](=[O:26])/[CH:16]=[CH:17]/[C:18]3[CH:23]=[CH:22][C:21]([CH2:24][Cl:38])=[CH:20][CH:19]=3)=[CH:10][CH:9]=2)=[CH:4][CH:3]=1. Reactant: [Cl:1][C:2]1[CH:7]=[CH:6][C:5]([C:8]2[CH:13]=[CH:12][C:11]([NH:14][C:15](=[O:26])/[CH:16]=[CH:17]/[C:18]3[CH:23]=[CH:22][C:21]([CH2:24]O)=[CH:20][CH:19]=3)=[CH:10][CH:9]=2)=[CH:4][CH:3]=1.C(N(CC)CC)C.CS([Cl:38])(=O)=O. The catalyst class is: 46. (5) Product: [CH3:7][O:6][C:3]1([O:4][CH3:5])[CH:19]([NH:18][C:16]([O:15][CH2:8][C:9]2[CH:10]=[CH:11][CH:12]=[CH:13][CH:14]=2)=[O:17])[CH2:23][O:22][CH2:21]1. Reactant: CO[CH:3]([O:6][CH3:7])[O:4][CH3:5].[CH2:8]([O:15][C:16]([NH:18][CH:19]1[CH2:23][O:22][CH2:21]C1=O)=[O:17])[C:9]1[CH:14]=[CH:13][CH:12]=[CH:11][CH:10]=1.CC1C=CC(S(O)(=O)=O)=CC=1. The catalyst class is: 5. (6) Reactant: [CH2:1]([O:4][C:5]1([CH3:37])[CH2:10][CH2:9][N:8]([C:11]2[N:16]3[N:17]=[C:18]([C:20]([O:22]CC)=[O:21])[CH:19]=[C:15]3[N:14]=[C:13]([CH3:25])[C:12]=2[C@H:26]([O:32][C:33]([CH3:36])([CH3:35])[CH3:34])[C:27]([O:29][CH2:30][CH3:31])=[O:28])[CH2:7][CH2:6]1)[CH:2]=[CH2:3].[OH-].[Na+]. Product: [CH2:1]([O:4][C:5]1([CH3:37])[CH2:10][CH2:9][N:8]([C:11]2[N:16]3[N:17]=[C:18]([C:20]([OH:22])=[O:21])[CH:19]=[C:15]3[N:14]=[C:13]([CH3:25])[C:12]=2[C@H:26]([O:32][C:33]([CH3:36])([CH3:35])[CH3:34])[C:27]([O:29][CH2:30][CH3:31])=[O:28])[CH2:7][CH2:6]1)[CH:2]=[CH2:3]. The catalyst class is: 14. (7) Reactant: [Br:1][C:2]1[CH:3]=[C:4]([N+:9]([O-:11])=[O:10])[C:5](Cl)=[N:6][CH:7]=1.Cl.[NH2:13][CH2:14][C:15]([NH2:17])=[O:16].CCN(CC)CC.O. Product: [Br:1][C:2]1[CH:3]=[C:4]([N+:9]([O-:11])=[O:10])[C:5]([NH:13][CH2:14][C:15]([NH2:17])=[O:16])=[N:6][CH:7]=1. The catalyst class is: 3. (8) Reactant: C(#N)C.[F:4][C:5]1[CH:10]=[CH:9][CH:8]=[C:7]([F:11])[C:6]=1[N:12]1[C:17]2[N:18]=[C:19]([NH:37][CH2:38][C:39]3[NH:40][CH:41]=[CH:42][N:43]=3)[N:20]=[C:21]([C:22]3[CH:23]=[C:24]([CH:33]=[CH:34][C:35]=3[CH3:36])[C:25]([NH:27][C:28]3[S:29][CH:30]=[CH:31][N:32]=3)=[O:26])[C:16]=2[CH:15]=[CH:14][C:13]1=[O:44].[S:45](=[O:49])(=[O:48])([OH:47])[OH:46]. Product: [S:45]([OH:49])([OH:48])(=[O:47])=[O:46].[F:4][C:5]1[CH:10]=[CH:9][CH:8]=[C:7]([F:11])[C:6]=1[N:12]1[C:17]2[N:18]=[C:19]([NH:37][CH2:38][C:39]3[NH:43][CH:42]=[CH:41][N:40]=3)[N:20]=[C:21]([C:22]3[CH:23]=[C:24]([CH:33]=[CH:34][C:35]=3[CH3:36])[C:25]([NH:27][C:28]3[S:29][CH:30]=[CH:31][N:32]=3)=[O:26])[C:16]=2[CH:15]=[CH:14][C:13]1=[O:44]. The catalyst class is: 6. (9) The catalyst class is: 156. Reactant: [F:1][C:2]1[CH:16]=[CH:15][C:5]([CH2:6][O:7][C:8]2[CH:13]=[CH:12][NH:11][C:10](=[O:14])[CH:9]=2)=[CH:4][CH:3]=1.Br[C:18]1[CH:19]=[CH:20][C:21]2[C:22]3[CH2:32][N:31]([C:33]([O:35][CH2:36][CH2:37][CH2:38][CH3:39])=[O:34])[CH2:30][CH2:29][CH2:28][C:23]=3[N:24]([CH3:27])[C:25]=2[CH:26]=1.OC1C=CC=C2C=1N=CC=C2.C([O-])([O-])=O.[Cs+].[Cs+]. Product: [F:1][C:2]1[CH:16]=[CH:15][C:5]([CH2:6][O:7][C:8]2[CH:13]=[CH:12][N:11]([C:18]3[CH:19]=[CH:20][C:21]4[C:22]5[CH2:32][N:31]([C:33]([O:35][CH2:36][CH2:37][CH2:38][CH3:39])=[O:34])[CH2:30][CH2:29][CH2:28][C:23]=5[N:24]([CH3:27])[C:25]=4[CH:26]=3)[C:10](=[O:14])[CH:9]=2)=[CH:4][CH:3]=1. (10) Product: [CH2:22]([O:21][C:18]1[CH:17]=[CH:16][C:15]([C:14]#[C:13][C:10]2[CH:9]=[CH:8][C:7]([CH2:6][CH2:5][C:4]([OH:24])=[O:3])=[CH:12][CH:11]=2)=[CH:20][CH:19]=1)[CH3:23]. Reactant: C([O:3][C:4](=[O:24])[CH2:5][CH2:6][C:7]1[CH:12]=[CH:11][C:10]([C:13]#[C:14][C:15]2[CH:20]=[CH:19][C:18]([O:21][CH2:22][CH3:23])=[CH:17][CH:16]=2)=[CH:9][CH:8]=1)C.[OH-].[Na+].Cl. The catalyst class is: 24.